From a dataset of Catalyst prediction with 721,799 reactions and 888 catalyst types from USPTO. Predict which catalyst facilitates the given reaction. (1) Reactant: [C:1]1([S:7]([N:10]2[C:14]3=[N:15][CH:16]=[C:17](Br)[CH:18]=[C:13]3[CH:12]=[CH:11]2)(=[O:9])=[O:8])[CH:6]=[CH:5][CH:4]=[CH:3][CH:2]=1.[CH2:20]([Sn](CCCC)(CCCC)CCCC)[CH:21]=[CH2:22]. Product: [CH2:22]([C:17]1[CH:18]=[C:13]2[CH:12]=[CH:11][N:10]([S:7]([C:1]3[CH:6]=[CH:5][CH:4]=[CH:3][CH:2]=3)(=[O:9])=[O:8])[C:14]2=[N:15][CH:16]=1)[CH:21]=[CH2:20]. The catalyst class is: 427. (2) Reactant: [C:1](=O)([O-])[O-].[K+].[K+].IC.[C:9]([C:12]1[CH:13]=[C:14]([NH:24][C:25](=[O:30])[C:26]([F:29])([F:28])[F:27])[CH:15]=[C:16]([S:18]([F:23])([F:22])([F:21])([F:20])[F:19])[CH:17]=1)(=[O:11])[CH3:10]. Product: [C:9]([C:12]1[CH:13]=[C:14]([N:24]([CH3:1])[C:25](=[O:30])[C:26]([F:29])([F:27])[F:28])[CH:15]=[C:16]([S:18]([F:22])([F:23])([F:21])([F:20])[F:19])[CH:17]=1)(=[O:11])[CH3:10]. The catalyst class is: 216. (3) Reactant: [CH3:1][C:2]([Si:5]([CH3:28])([CH3:27])[O:6][C@H:7]1[C@H:12]([N:13]2[C:17](=[O:18])[CH2:16][O:15][C:14]2=[O:19])[CH2:11][CH2:10][N:9](C(OC(C)(C)C)=O)[CH2:8]1)([CH3:4])[CH3:3].[C:29]([OH:35])([C:31]([F:34])([F:33])[F:32])=[O:30]. Product: [OH:35][C:29]([C:31]([F:34])([F:33])[F:32])=[O:30].[CH3:4][C:2]([Si:5]([CH3:28])([CH3:27])[O:6][C@H:7]1[C@H:12]([N:13]2[C:17](=[O:18])[CH2:16][O:15][C:14]2=[O:19])[CH2:11][CH2:10][NH:9][CH2:8]1)([CH3:1])[CH3:3]. The catalyst class is: 2. (4) Reactant: [NH2:1][CH2:2][CH2:3][CH:4]1[CH2:9][CH2:8][N:7]([C:10]([O:12][C:13]([CH3:16])([CH3:15])[CH3:14])=[O:11])[CH2:6][CH2:5]1.C=O.[C:19](O[BH-](OC(=O)C)OC(=O)C)(=O)C.[Na+]. Product: [CH3:19][NH:1][CH2:2][CH2:3][CH:4]1[CH2:5][CH2:6][N:7]([C:10]([O:12][C:13]([CH3:16])([CH3:15])[CH3:14])=[O:11])[CH2:8][CH2:9]1. The catalyst class is: 322. (5) Reactant: Br[C:2]1[CH:7]=[CH:6][C:5](Br)=[CH:4][N:3]=1.C([Li])CCC.CCCCCC.[CH3:20][C:21]([CH3:23])=[O:22].[CH3:24][S:25][C:26]1[CH:33]=[CH:32][C:29]([CH:30]=[O:31])=[CH:28][CH:27]=1. Product: [OH:22][C:21]([C:5]1[CH:6]=[CH:7][C:2]([CH:30]([C:29]2[CH:32]=[CH:33][C:26]([S:25][CH3:24])=[CH:27][CH:28]=2)[OH:31])=[N:3][CH:4]=1)([CH3:23])[CH3:20]. The catalyst class is: 28. (6) The catalyst class is: 13. Reactant: S(=O)(=O)(O)[OH:2].[O:6]=[S:7]1(=[O:22])[CH2:11][CH2:10][C:9]2[CH:12]=[C:13]([NH:16][C:17](=[O:21])/[CH:18]=N/O)[CH:14]=[CH:15][C:8]1=2. Product: [O:6]=[S:7]1(=[O:22])[C:8]2[C:9](=[C:12]3[C:13](=[CH:14][CH:15]=2)[NH:16][C:17](=[O:21])[C:18]3=[O:2])[CH2:10][CH2:11]1. (7) Reactant: [C:1]([O:8]C([O-])=O)([O:3][C:4]([CH3:7])([CH3:6])[CH3:5])=O.[NH2:12][C:13]1[S:14][CH:15]=[C:16]([C:18]([O:20][CH2:21][CH3:22])=[O:19])[N:17]=1.C(N(CC)CC)C.O. Product: [C:4]([O:3][C:1]([NH:12][C:13]1[S:14][CH:15]=[C:16]([C:18]([O:20][CH2:21][CH3:22])=[O:19])[N:17]=1)=[O:8])([CH3:5])([CH3:6])[CH3:7]. The catalyst class is: 251. (8) Reactant: Br[C:2]1[CH:9]=[CH:8][C:5]([C:6]#[N:7])=[CH:4][C:3]=1[O:10][CH3:11].[CH2:12]([Sn](CCCC)(CCCC)CCCC)[CH:13]=[CH2:14].[Li+].[Cl-]. Product: [CH2:14]([C:2]1[CH:9]=[CH:8][C:5]([C:6]#[N:7])=[CH:4][C:3]=1[O:10][CH3:11])[CH:13]=[CH2:12]. The catalyst class is: 11. (9) Reactant: [NH2:1][C:2]1[CH:3]=[C:4]([Cl:22])[C:5]([S:11][C:12]2[S:13][C:14]3[CH:20]=[CH:19][C:18]([Cl:21])=[CH:17][C:15]=3[N:16]=2)=[C:6]([C:8](=[O:10])[CH3:9])[CH:7]=1.[Cl:23][C:24]1[CH:29]=[C:28]([C:30]([F:33])([F:32])[F:31])[CH:27]=[CH:26][C:25]=1[S:34](Cl)(=[O:36])=[O:35]. Product: [C:8]([C:6]1[CH:7]=[C:2]([NH:1][S:34]([C:25]2[CH:26]=[CH:27][C:28]([C:30]([F:31])([F:32])[F:33])=[CH:29][C:24]=2[Cl:23])(=[O:36])=[O:35])[CH:3]=[C:4]([Cl:22])[C:5]=1[S:11][C:12]1[S:13][C:14]2[CH:20]=[CH:19][C:18]([Cl:21])=[CH:17][C:15]=2[N:16]=1)(=[O:10])[CH3:9]. The catalyst class is: 17.